This data is from NCI-60 drug combinations with 297,098 pairs across 59 cell lines. The task is: Regression. Given two drug SMILES strings and cell line genomic features, predict the synergy score measuring deviation from expected non-interaction effect. Drug 1: CCCCC(=O)OCC(=O)C1(CC(C2=C(C1)C(=C3C(=C2O)C(=O)C4=C(C3=O)C=CC=C4OC)O)OC5CC(C(C(O5)C)O)NC(=O)C(F)(F)F)O. Drug 2: CS(=O)(=O)OCCCCOS(=O)(=O)C. Cell line: MDA-MB-435. Synergy scores: CSS=47.4, Synergy_ZIP=-0.981, Synergy_Bliss=-4.50, Synergy_Loewe=-23.3, Synergy_HSA=-5.34.